Task: Predict the reactants needed to synthesize the given product.. Dataset: Full USPTO retrosynthesis dataset with 1.9M reactions from patents (1976-2016) (1) Given the product [CH2:39]([O:38][CH:36]1[CH:35]([NH:47][C:48]([CH:8]2[CH2:12][CH2:11][CH2:10][N:9]2[C:13](=[O:31])[CH:14]([NH:16][C:17](=[O:30])[C:18]2[CH:19]=[C:20]([CH3:29])[C:21]([O:25][CH2:26][CH:27]=[CH2:28])=[C:22]([CH3:24])[CH:23]=2)[CH3:15])=[O:49])[CH2:34][C:33](=[O:32])[O:37]1)[C:40]1[CH:41]=[CH:46][CH:45]=[CH:44][CH:43]=1, predict the reactants needed to synthesize it. The reactants are: C(OC([CH:8]1[CH2:12][CH2:11][CH2:10][N:9]1[C:13](=[O:31])[CH:14]([NH:16][C:17](=[O:30])[C:18]1[CH:23]=[C:22]([CH3:24])[C:21]([O:25][CH2:26][CH:27]=[CH2:28])=[C:20]([CH3:29])[CH:19]=1)[CH3:15])=O)(C)(C)C.[O:32]=[C:33]1[O:37][CH:36]([O:38][CH2:39][CH2:40][C:41]2[CH:46]=[CH:45][CH:44]=[CH:43]C=2)[CH:35]([NH:47][C:48](C2CCCN2C(=O)C(NC(=O)C2C=CC(N)=C(Cl)C=2)C)=[O:49])[CH2:34]1. (2) Given the product [CH3:44][C:37]1[N:36]=[C:35]([N:30]2[CH2:31][CH2:32][CH2:33]/[C:28](=[CH:27]\[C:26]#[C:25][C:21]3[CH:22]=[CH:23][CH:24]=[C:19]([CH3:18])[N:20]=3)/[CH2:29]2)[C:40]([N+:41]([O-:43])=[O:42])=[CH:39][CH:38]=1, predict the reactants needed to synthesize it. The reactants are: CC1N=C(C#CC(C2CCNCC2)O)C=CC=1.[CH3:18][C:19]1[CH:24]=[CH:23][CH:22]=[C:21]([C:25]#[C:26]/[CH:27]=[C:28]2\[CH2:29][NH:30][CH2:31][CH2:32][CH2:33]\2)[N:20]=1.Cl[C:35]1[C:40]([N+:41]([O-:43])=[O:42])=[CH:39][CH:38]=[C:37]([CH3:44])[N:36]=1.